This data is from Full USPTO retrosynthesis dataset with 1.9M reactions from patents (1976-2016). The task is: Predict the reactants needed to synthesize the given product. (1) Given the product [Br:17][C:18]1[CH:25]=[CH:24][CH:23]=[C:22]([N:9]2[C:8](=[O:13])[C:7]3[C:14]([F:16])=[CH:15][C:4]([CH:1]4[CH2:3][CH2:2]4)=[CH:5][C:6]=3[O:12][CH2:11][CH2:10]2)[C:19]=1[CH:20]=[O:21], predict the reactants needed to synthesize it. The reactants are: [CH:1]1([C:4]2[CH:15]=[C:14]([F:16])[C:7]3[C:8](=[O:13])[NH:9][CH2:10][CH2:11][O:12][C:6]=3[CH:5]=2)[CH2:3][CH2:2]1.[Br:17][C:18]1[CH:25]=[CH:24][CH:23]=[C:22](Br)[C:19]=1[CH:20]=[O:21].C(=O)([O-])[O-].[K+].[K+]. (2) Given the product [Br:1][C:2]1[CH:10]=[CH:9][C:5]([C:6]2[NH:36][C:35]3[CH:34]=[CH:33][CH:32]=[C:28]([C:29]([NH2:31])=[O:30])[C:27]=3[N:26]=2)=[C:4]([Cl:11])[CH:3]=1, predict the reactants needed to synthesize it. The reactants are: [Br:1][C:2]1[CH:10]=[CH:9][C:5]([C:6](O)=O)=[C:4]([Cl:11])[CH:3]=1.C1N=CN(C(N2C=NC=C2)=O)C=1.Cl.Cl.[NH2:26][C:27]1[C:35]([NH2:36])=[CH:34][CH:33]=[CH:32][C:28]=1[C:29]([NH2:31])=[O:30]. (3) The reactants are: C1(C)C=CC(C(OC(=O)[C@@H]([C@H](C(OC([C:20]2[CH:25]=[CH:24][C:23]([CH3:26])=CC=2)=O)=O)O)O)=O)=CC=1.[NH2:29][C:30]1[CH:35]=[CH:34][C:33]([C@H:36]2[C@@H:41]([C:42]([NH:44][C:45]3[CH:50]=[CH:49][C:48]([CH3:51])=[C:47]([C:52]([F:55])([F:54])[F:53])[CH:46]=3)=[O:43])[CH2:40][CH2:39][CH2:38][NH:37]2)=[CH:32][CH:31]=1.C1(=O)CCCC1.Cl.O1CCOCC1.C(O)(=O)C.C(O[BH-](OC(=O)C)OC(=O)C)(=O)C.[Na+].C(=O)(O)[O-].[Na+]. Given the product [CH:23]1([NH:29][C:30]2[CH:35]=[CH:34][C:33]([C@H:36]3[C@@H:41]([C:42]([NH:44][C:45]4[CH:50]=[CH:49][C:48]([CH3:51])=[C:47]([C:52]([F:55])([F:53])[F:54])[CH:46]=4)=[O:43])[CH2:40][CH2:39][CH2:38][NH:37]3)=[CH:32][CH:31]=2)[CH2:24][CH2:25][CH2:20][CH2:26]1, predict the reactants needed to synthesize it. (4) Given the product [CH2:36]([N:32]([CH2:33][CH3:34])[CH2:31]/[CH:30]=[CH:29]\[C:4]1[CH:3]=[C:2]([F:1])[CH:7]=[CH:6][C:5]=1[S:8]([NH:11][C:12]1[C:21]([C:22]([O:24][CH3:25])=[O:23])=[C:20]2[C:15]([C:16]3[C:28]([F:65])=[CH:27][O:26][C:17]=3[CH2:18][O:19]2)=[CH:14][CH:13]=1)(=[O:9])=[O:10])[CH3:35], predict the reactants needed to synthesize it. The reactants are: [F:1][C:2]1[CH:7]=[CH:6][C:5]([S:8]([NH:11][C:12]2[C:21]([C:22]([O:24][CH3:25])=[O:23])=[C:20]3[C:15]([C:16]4[CH:28]=[CH:27][O:26][C:17]=4[CH2:18][O:19]3)=[CH:14][CH:13]=2)(=[O:10])=[O:9])=[C:4](/[CH:29]=[CH:30]\[CH2:31][N:32]2[CH2:36][CH2:35][CH2:34][CH2:33]2)[CH:3]=1.C(N(CC)C/C=C\[Sn](CCCC)(CCCC)CCCC)C.BrC1C=C([F:65])C=CC=1S(NC1C(C(OC)=O)=C2C(C3C(F)=COC=3CO2)=CC=1)(=O)=O.